Dataset: Reaction yield outcomes from USPTO patents with 853,638 reactions. Task: Predict the reaction yield, written as a fraction of the theoretical maximum amount of product (1.0 means a 100% yield; for example, 0.34 means a 34% yield). The reactants are [C:1]1([C:7]2[C:11]([C:12]3[C:17](=[O:18])[CH:16]=[CH:15][N:14]([C:19]4[CH:24]=[CH:23][CH:22]=[C:21]([C:25]([F:28])([F:27])[F:26])[CH:20]=4)[N:13]=3)=[CH:10][NH:9][N:8]=2)[CH:6]=[CH:5][CH:4]=[CH:3][CH:2]=1.IC.[C:31]([O-])([O-])=O.[K+].[K+].O. The catalyst is CN(C=O)C. The product is [CH3:31][N:8]1[C:7]([C:1]2[CH:6]=[CH:5][CH:4]=[CH:3][CH:2]=2)=[C:11]([C:12]2[C:17](=[O:18])[CH:16]=[CH:15][N:14]([C:19]3[CH:24]=[CH:23][CH:22]=[C:21]([C:25]([F:26])([F:27])[F:28])[CH:20]=3)[N:13]=2)[CH:10]=[N:9]1. The yield is 0.300.